Predict the reactants needed to synthesize the given product. From a dataset of Full USPTO retrosynthesis dataset with 1.9M reactions from patents (1976-2016). Given the product [Cl:11][C:6]1[N:5]=[C:4]([CH3:12])[N:3]=[C:2]([NH:13][C:14]2[CH:19]=[CH:18][C:17]([CH2:20][CH2:21][OH:22])=[CH:16][CH:15]=2)[C:7]=1[N+:8]([O-:10])=[O:9], predict the reactants needed to synthesize it. The reactants are: Cl[C:2]1[C:7]([N+:8]([O-:10])=[O:9])=[C:6]([Cl:11])[N:5]=[C:4]([CH3:12])[N:3]=1.[NH2:13][C:14]1[CH:19]=[CH:18][C:17]([CH2:20][CH2:21][OH:22])=[CH:16][CH:15]=1.C(N(CC)CC)C.